This data is from Full USPTO retrosynthesis dataset with 1.9M reactions from patents (1976-2016). The task is: Predict the reactants needed to synthesize the given product. Given the product [C:1]([C:3](=[C:9]([C:16]1[CH:17]=[CH:18][CH:19]=[CH:20][CH:21]=1)[C:10]1[CH:11]=[CH:12][CH:13]=[CH:14][CH:15]=1)[C:4]([O:6][CH:7]1[CH2:11][CH:10]([CH3:15])[CH2:9][C:3]([CH3:4])([CH3:1])[CH2:8]1)=[O:5])#[N:2], predict the reactants needed to synthesize it. The reactants are: [C:1]([C:3](=[C:9]([C:16]1[CH:21]=[CH:20][CH:19]=[CH:18][CH:17]=1)[C:10]1[CH:15]=[CH:14][CH:13]=[CH:12][CH:11]=1)[C:4]([O:6][CH2:7][CH3:8])=[O:5])#[N:2].C([O-])([O-])=O.[Na+].[Na+].